Predict the product of the given reaction. From a dataset of Forward reaction prediction with 1.9M reactions from USPTO patents (1976-2016). (1) Given the reactants [Br:1][C:2]1[S:3][C:4]([Br:10])=[CH:5][C:6]=1[N+:7]([O-])=O.[C:11](OC(=O)C)(=[O:13])[CH3:12], predict the reaction product. The product is: [Br:1][C:2]1[S:3][C:4]([Br:10])=[CH:5][C:6]=1[NH:7][C:11](=[O:13])[CH3:12]. (2) The product is: [C:22]([CH2:21][C@H:20]([NH:19][C:15]([C:7]1[CH:6]=[CH:5][C:4]([CH:1]2[CH2:2][CH2:3]2)=[C:9]([O:10][CH2:11][CH:12]2[CH2:13][CH2:14]2)[N:8]=1)=[O:17])[C:25]([CH3:28])([CH3:27])[CH3:26])(=[O:23])[NH2:24]. Given the reactants [CH:1]1([C:4]2[CH:5]=[CH:6][C:7]([C:15]([OH:17])=O)=[N:8][C:9]=2[O:10][CH2:11][CH:12]2[CH2:14][CH2:13]2)[CH2:3][CH2:2]1.Cl.[NH2:19][C@H:20]([C:25]([CH3:28])([CH3:27])[CH3:26])[CH2:21][C:22]([NH2:24])=[O:23], predict the reaction product. (3) Given the reactants [C:1]([N:8]1[CH:12]=[CH:11][N:10]=[CH:9]1)([N:3]1[CH:7]=[CH:6]N=[CH:4]1)=[O:2].N1CC[CH:16]([N:19]2[CH2:25][CH2:24][C:23]3[CH:26]=[CH:27][CH:28]=[CH:29][C:22]=3[NH:21][C:20]2=[O:30])[CH2:15]C1.C(OC)(C)(C)C, predict the reaction product. The product is: [N:8]1([C:1]([N:3]2[CH2:4][CH2:15][CH:16]([N:19]3[CH2:25][CH2:24][C:23]4[CH:26]=[CH:27][CH:28]=[CH:29][C:22]=4[NH:21][C:20]3=[O:30])[CH2:6][CH2:7]2)=[O:2])[CH:12]=[CH:11][N:10]=[CH:9]1. (4) Given the reactants [CH3:1][NH:2][C:3]([C:5]1[CH:14]=[C:13]2[C:8]([CH2:9][CH2:10][NH:11][CH2:12]2)=[CH:7][CH:6]=1)=[O:4].Cl[CH:16]1[CH2:21][N:20]([CH:22]2[CH2:25][CH2:24][CH2:23]2)[CH2:19][CH2:18][NH:17]1.[C:26](N)(=[O:28])[CH3:27].C([O-])([O-])=O.[K+].[K+].[Na+].[I-], predict the reaction product. The product is: [CH3:1][NH:2][C:3]([C:5]1[CH:14]=[C:13]2[C:8]([CH2:9][CH2:10][N:11]([CH2:27][C:26]([N:17]3[CH2:18][CH2:19][N:20]([CH:22]4[CH2:25][CH2:24][CH2:23]4)[CH2:21][CH2:16]3)=[O:28])[CH2:12]2)=[CH:7][CH:6]=1)=[O:4]. (5) Given the reactants [Cl:1][C:2]1[N:3]=[N:4][C:5](Cl)=[CH:6][CH:7]=1.[CH3:9][NH:10][CH:11]1[CH2:16][C:15]([CH3:18])([CH3:17])[NH:14][C:13]([CH3:20])([CH3:19])[CH2:12]1, predict the reaction product. The product is: [Cl:1][C:2]1[N:3]=[N:4][C:5]([N:10]([CH3:9])[CH:11]2[CH2:12][C:13]([CH3:19])([CH3:20])[NH:14][C:15]([CH3:18])([CH3:17])[CH2:16]2)=[CH:6][CH:7]=1. (6) Given the reactants [Br:1][C:2]1[CH:9]=[CH:8][C:7]([F:10])=[CH:6][C:3]=1[CH2:4]Br.[CH3:11][C@H:12]1[C@@H:16]([C:17]2[CH:22]=[CH:21][CH:20]=[CH:19][CH:18]=2)[O:15][C:14](=[O:23])[NH:13]1, predict the reaction product. The product is: [Br:1][C:2]1[CH:9]=[CH:8][C:7]([F:10])=[CH:6][C:3]=1[CH2:4][N:13]1[C@@H:12]([CH3:11])[C@@H:16]([C:17]2[CH:22]=[CH:21][CH:20]=[CH:19][CH:18]=2)[O:15][C:14]1=[O:23]. (7) Given the reactants C1(NC2CCCCC2)CCCCC1.Br[C:15]1[CH:23]=[CH:22][C:18]([N:19]([CH3:21])[CH3:20])=[CH:17][CH:16]=1.[CH3:24][C:25]([OH:29])([C:27]#[CH:28])[CH3:26].[Cl-].[Na+], predict the reaction product. The product is: [CH3:20][N:19]([C:18]1[CH:22]=[CH:23][CH:15]=[CH:16][C:17]=1[C:28]#[C:27][C:25]([CH3:26])([OH:29])[CH3:24])[CH3:21]. (8) Given the reactants C1(=O)[N:5]([CH2:6][CH2:7][C:8]2[N:13]=[C:12]([NH:14][C:15]([NH:17][C:18]3[N:19]=[C:20]([C:23]4[CH:28]=[CH:27][N:26]=[CH:25][CH:24]=4)[S:21][CH:22]=3)=[O:16])[CH:11]=[CH:10][CH:9]=2)C(=O)C2=CC=CC=C12.O.NN, predict the reaction product. The product is: [NH2:5][CH2:6][CH2:7][C:8]1[N:13]=[C:12]([NH:14][C:15]([NH:17][C:18]2[N:19]=[C:20]([C:23]3[CH:24]=[CH:25][N:26]=[CH:27][CH:28]=3)[S:21][CH:22]=2)=[O:16])[CH:11]=[CH:10][CH:9]=1. (9) Given the reactants [CH3:1][C:2]1[N:7]=[C:6](OS(C(F)(F)F)(=O)=O)[CH:5]=[C:4]([C:16]2[CH:21]=[CH:20][C:19]([O:22][C:23]([F:26])([F:25])[F:24])=[CH:18][CH:17]=2)[CH:3]=1.[C:27]([NH:31][S:32]([C:35]1[CH:40]=[CH:39][CH:38]=[C:37]([C:41]2[CH:46]=[CH:45][CH:44]=[C:43]([Sn](CCCC)(CCCC)CCCC)[N:42]=2)[CH:36]=1)(=[O:34])=[O:33])([CH3:30])([CH3:29])[CH3:28], predict the reaction product. The product is: [C:27]([NH:31][S:32]([C:35]1[CH:40]=[CH:39][CH:38]=[C:37]([C:41]2[N:42]=[C:43]([C:6]3[CH:5]=[C:4]([C:16]4[CH:17]=[CH:18][C:19]([O:22][C:23]([F:24])([F:25])[F:26])=[CH:20][CH:21]=4)[CH:3]=[C:2]([CH3:1])[N:7]=3)[CH:44]=[CH:45][CH:46]=2)[CH:36]=1)(=[O:33])=[O:34])([CH3:30])([CH3:28])[CH3:29].